This data is from Catalyst prediction with 721,799 reactions and 888 catalyst types from USPTO. The task is: Predict which catalyst facilitates the given reaction. Reactant: [BH4-].[Na+].[CH3:3][C@:4]12[O:29][C@:7]3([C@@H:15]4[C@@H:11]([N:12]([C:17]5[CH:24]=[CH:23][C:20]([C:21]#[N:22])=[C:19]([C:25]([F:28])([F:27])[F:26])[CH:18]=5)[C:13](=[O:16])[C@H:14]14)[O:10][CH2:9][CH2:8]3)[C:6](=[O:30])[CH2:5]2. Product: [OH:30][C@@H:6]1[CH2:5][C@@:4]2([CH3:3])[O:29][C@@:7]31[C@@H:15]1[C@@H:11]([N:12]([C:17]4[CH:24]=[CH:23][C:20]([C:21]#[N:22])=[C:19]([C:25]([F:26])([F:27])[F:28])[CH:18]=4)[C:13](=[O:16])[C@H:14]21)[O:10][CH2:9][CH2:8]3. The catalyst class is: 36.